This data is from NCI-60 drug combinations with 297,098 pairs across 59 cell lines. The task is: Regression. Given two drug SMILES strings and cell line genomic features, predict the synergy score measuring deviation from expected non-interaction effect. Drug 1: C1C(C(OC1N2C=NC3=C(N=C(N=C32)Cl)N)CO)O. Drug 2: C1CN(CCN1C(=O)CCBr)C(=O)CCBr. Cell line: SK-MEL-5. Synergy scores: CSS=36.5, Synergy_ZIP=-5.41, Synergy_Bliss=0.276, Synergy_Loewe=-14.0, Synergy_HSA=5.54.